Dataset: Forward reaction prediction with 1.9M reactions from USPTO patents (1976-2016). Task: Predict the product of the given reaction. (1) Given the reactants C[O:2][C:3](=[O:35])[CH2:4][O:5][C:6]1[CH:15]=[CH:14][C:13]([F:16])=[C:12]2[C:7]=1[C:8]([O:31][CH:32]([F:34])[F:33])=[C:9]([CH2:19][C:20]1[CH:25]=[CH:24][C:23]([O:26][C:27]([F:30])([F:29])[F:28])=[CH:22][CH:21]=1)[C:10]([CH2:17][CH3:18])=[N:11]2.[OH-].[Li+].Cl, predict the reaction product. The product is: [F:34][CH:32]([F:33])[O:31][C:8]1[C:7]2[C:12](=[C:13]([F:16])[CH:14]=[CH:15][C:6]=2[O:5][CH2:4][C:3]([OH:35])=[O:2])[N:11]=[C:10]([CH2:17][CH3:18])[C:9]=1[CH2:19][C:20]1[CH:21]=[CH:22][C:23]([O:26][C:27]([F:30])([F:29])[F:28])=[CH:24][CH:25]=1. (2) The product is: [Br:1][C:2]1[CH:7]=[CH:6][C:5]([C:8]2([C:13]([O:15][CH3:16])=[O:14])[CH2:10][CH:9]2[CH2:11][NH:18][CH3:17])=[CH:4][CH:3]=1. Given the reactants [Br:1][C:2]1[CH:7]=[CH:6][C:5]([C:8]2([C:13]([O:15][CH3:16])=[O:14])[CH2:10][CH:9]2[CH:11]=O)=[CH:4][CH:3]=1.[CH3:17][NH2:18].[BH4-].[Na+], predict the reaction product. (3) Given the reactants Cl[C:2]1[C:3]2[C:4](=[CH:16][N:17](CC3C=CC(OC)=CC=3)[N:18]=2)[N:5]=[C:6]([C:8]2[CH:13]=[CH:12][CH:11]=[C:10]([S:14][CH3:15])[CH:9]=2)[N:7]=1.[CH3:28][O:29][C:30]1[CH:31]=[C:32]([CH:34]=[CH:35][C:36]=1[O:37][CH3:38])[NH2:33].Cl, predict the reaction product. The product is: [CH3:28][O:29][C:30]1[CH:31]=[C:32]([NH:33][C:2]2[C:3]3[NH:18][N:17]=[CH:16][C:4]=3[N:5]=[C:6]([C:8]3[CH:13]=[CH:12][CH:11]=[C:10]([S:14][CH3:15])[CH:9]=3)[N:7]=2)[CH:34]=[CH:35][C:36]=1[O:37][CH3:38]. (4) Given the reactants F[C:2]1[CH:7]=[CH:6][C:5]([C:8]([C:10]2[CH:11]=[N:12][C:13]3[C:18]([C:19]=2[C:20]2[CH:25]=[CH:24][CH:23]=[CH:22][CH:21]=2)=[CH:17][CH:16]=[CH:15][C:14]=3[C:26]([F:29])([F:28])[F:27])=[O:9])=[CH:4][CH:3]=1.[OH-].[NH4+:31], predict the reaction product. The product is: [NH2:31][C:2]1[CH:7]=[CH:6][C:5]([C:8]([C:10]2[CH:11]=[N:12][C:13]3[C:18]([C:19]=2[C:20]2[CH:25]=[CH:24][CH:23]=[CH:22][CH:21]=2)=[CH:17][CH:16]=[CH:15][C:14]=3[C:26]([F:27])([F:28])[F:29])=[O:9])=[CH:4][CH:3]=1. (5) Given the reactants [CH3:1][C:2]1[O:6][C:5]([C:7]2[CH:12]=[CH:11][CH:10]=[CH:9][CH:8]=2)=[N:4][C:3]=1[CH2:13][CH2:14][CH2:15][C:16]1[CH:21]=[CH:20][C:19]([CH2:22]O)=[CH:18][CH:17]=1.[Cl-:24].C(N(CC)CC)C, predict the reaction product. The product is: [Cl:24][CH2:22][C:19]1[CH:20]=[CH:21][C:16]([CH2:15][CH2:14][CH2:13][C:3]2[N:4]=[C:5]([C:7]3[CH:12]=[CH:11][CH:10]=[CH:9][CH:8]=3)[O:6][C:2]=2[CH3:1])=[CH:17][CH:18]=1. (6) Given the reactants [C:1]1([SH:7])[CH:6]=[CH:5][CH:4]=[CH:3][CH:2]=1.Br[CH2:9][CH2:10][CH2:11][Cl:12], predict the reaction product. The product is: [Cl:12][CH2:11][CH2:10][CH2:9][S:7][C:1]1[CH:6]=[CH:5][CH:4]=[CH:3][CH:2]=1.